From a dataset of Forward reaction prediction with 1.9M reactions from USPTO patents (1976-2016). Predict the product of the given reaction. Given the reactants [Cl-].[Cl-].[Cl-].[Al+3].C[O:6][C:7]1[CH:8]=[C:9]2[C:14](=[CH:15][CH:16]=1)[CH:13]=[C:12]([CH:17]=[O:18])[CH:11]=[CH:10]2, predict the reaction product. The product is: [OH:6][C:7]1[CH:8]=[C:9]2[C:14](=[CH:15][CH:16]=1)[CH:13]=[C:12]([CH:17]=[O:18])[CH:11]=[CH:10]2.